From a dataset of Forward reaction prediction with 1.9M reactions from USPTO patents (1976-2016). Predict the product of the given reaction. (1) The product is: [Cl:1][C:2]1[CH:7]=[C:6]([O:8][CH3:9])[CH:5]=[CH:4][C:3]=1[CH:10]([CH3:24])[C:11]([C:17]1[CH:22]=[CH:21][N:20]=[C:19]([I:25])[CH:18]=1)([OH:16])[C:12]([F:15])([F:14])[F:13]. Given the reactants [Cl:1][C:2]1[CH:7]=[C:6]([O:8][CH3:9])[CH:5]=[CH:4][C:3]=1[CH:10]([CH3:24])[C:11]([C:17]1[CH:22]=[CH:21][N:20]=[C:19](Cl)[CH:18]=1)([OH:16])[C:12]([F:15])([F:14])[F:13].[I-:25].[Na+].I, predict the reaction product. (2) Given the reactants [CH3:1][C:2]1[N:3]([CH2:29][C:30]2[CH:35]=[CH:34][C:33]([C@H:36]([CH3:42])[CH2:37][C:38]([O:40]C)=[O:39])=[CH:32][CH:31]=2)[C:4](=[O:28])[C:5]([C:9]2[CH:14]=[CH:13][C:12]([NH:15][C:16]([NH:18][C:19]3[CH:24]=[CH:23][CH:22]=[CH:21][C:20]=3[CH3:25])=[O:17])=[C:11]([O:26][CH3:27])[CH:10]=2)=[C:6]([CH3:8])[N:7]=1, predict the reaction product. The product is: [CH3:1][C:2]1[N:3]([CH2:29][C:30]2[CH:35]=[CH:34][C:33]([C@H:36]([CH3:42])[CH2:37][C:38]([OH:40])=[O:39])=[CH:32][CH:31]=2)[C:4](=[O:28])[C:5]([C:9]2[CH:14]=[CH:13][C:12]([NH:15][C:16]([NH:18][C:19]3[CH:24]=[CH:23][CH:22]=[CH:21][C:20]=3[CH3:25])=[O:17])=[C:11]([O:26][CH3:27])[CH:10]=2)=[C:6]([CH3:8])[N:7]=1.